This data is from Catalyst prediction with 721,799 reactions and 888 catalyst types from USPTO. The task is: Predict which catalyst facilitates the given reaction. (1) Reactant: [Cl:1][C:2]1[CH:3]=[C:4]2[C:9](=[CH:10][CH:11]=1)[O:8][C:7](=[O:12])[C:6]([C:13]([O:15]CC)=[O:14])=[CH:5]2.[OH-].[Na+].C(O)C.Cl. Product: [Cl:1][C:2]1[CH:3]=[C:4]2[C:9](=[CH:10][CH:11]=1)[O:8][C:7](=[O:12])[C:6]([C:13]([OH:15])=[O:14])=[CH:5]2. The catalyst class is: 6. (2) Reactant: [CH2:1]([O:8][C:9]1[CH:14]=[CH:13][C:12](Br)=[CH:11][C:10]=1[C:16]1[O:17][C:18]2[CH:24]=[CH:23][C:22]([CH3:25])=[CH:21][C:19]=2[N:20]=1)[C:2]1[CH:7]=[CH:6][CH:5]=[CH:4][CH:3]=1.[Na+].[I-:27].CNCCNC. Product: [CH2:1]([O:8][C:9]1[CH:14]=[CH:13][C:12]([I:27])=[CH:11][C:10]=1[C:16]1[O:17][C:18]2[CH:24]=[CH:23][C:22]([CH3:25])=[CH:21][C:19]=2[N:20]=1)[C:2]1[CH:7]=[CH:6][CH:5]=[CH:4][CH:3]=1. The catalyst class is: 205.